From a dataset of Reaction yield outcomes from USPTO patents with 853,638 reactions. Predict the reaction yield, written as a fraction of the theoretical maximum amount of product (1.0 means a 100% yield; for example, 0.34 means a 34% yield). (1) The reactants are O1CCCC1.[O:6]([CH2:13][C:14]1[N:19]=[CH:18][C:17]([CH2:20][C:21](Cl)=[N:22][OH:23])=[CH:16][CH:15]=1)[C:7]1[CH:12]=[CH:11][CH:10]=[CH:9][CH:8]=1.[C:25]([C:27]1[C:28]([NH2:33])=[N:29][CH:30]=[CH:31][CH:32]=1)#[CH:26].C(N(CC)CC)C. The catalyst is O. The product is [O:6]([CH2:13][C:14]1[N:19]=[CH:18][C:17]([CH2:20][C:21]2[CH:26]=[C:25]([C:27]3[C:28]([NH2:33])=[N:29][CH:30]=[CH:31][CH:32]=3)[O:23][N:22]=2)=[CH:16][CH:15]=1)[C:7]1[CH:12]=[CH:11][CH:10]=[CH:9][CH:8]=1. The yield is 0.0660. (2) The reactants are [CH2:1]([O:8][C:9]1[CH:10]=[C:11]2[C:16](=[CH:17][CH:18]=1)[C:15](=[O:19])[N:14]([CH2:20][CH:21]([CH3:23])[CH3:22])[C:13]([C:24](O)=[O:25])=[C:12]2[O:27][CH2:28][CH2:29][CH2:30][C:31]([F:34])([F:33])[F:32])[C:2]1[CH:7]=[CH:6][CH:5]=[CH:4][CH:3]=1.C(Cl)(=O)C(Cl)=O.[BH4-].[Na+].Cl. The catalyst is O1CCCC1.CN(C)C=O.COCCOC. The product is [CH2:1]([O:8][C:9]1[CH:10]=[C:11]2[C:16](=[CH:17][CH:18]=1)[C:15](=[O:19])[N:14]([CH2:20][CH:21]([CH3:22])[CH3:23])[C:13]([CH2:24][OH:25])=[C:12]2[O:27][CH2:28][CH2:29][CH2:30][C:31]([F:32])([F:33])[F:34])[C:2]1[CH:3]=[CH:4][CH:5]=[CH:6][CH:7]=1. The yield is 0.846. (3) The reactants are [CH3:1][O:2][C:3](=[O:28])[CH2:4][N:5]1[C:10](=[O:11])[C:9]([Cl:12])=[C:8](Cl)[N:7]=[C:6]1[N:14]1[CH2:19][CH2:18][CH:17]([NH:20][C:21]([O:23][C:24]([CH3:27])([CH3:26])[CH3:25])=[O:22])[CH2:16][CH2:15]1.[C:29]([C:31]1[CH:36]=[CH:35][C:34](B(O)O)=[CH:33][C:32]=1[F:40])#[N:30].C([O-])([O-])=O.[Na+].[Na+].O. The catalyst is CN(C=O)C.C1C=CC([P]([Pd]([P](C2C=CC=CC=2)(C2C=CC=CC=2)C2C=CC=CC=2)([P](C2C=CC=CC=2)(C2C=CC=CC=2)C2C=CC=CC=2)[P](C2C=CC=CC=2)(C2C=CC=CC=2)C2C=CC=CC=2)(C2C=CC=CC=2)C2C=CC=CC=2)=CC=1. The product is [CH3:1][O:2][C:3](=[O:28])[CH2:4][N:5]1[C:10](=[O:11])[C:9]([Cl:12])=[C:8]([C:34]2[CH:35]=[CH:36][C:31]([C:29]#[N:30])=[C:32]([F:40])[CH:33]=2)[N:7]=[C:6]1[N:14]1[CH2:19][CH2:18][CH:17]([NH:20][C:21]([O:23][C:24]([CH3:27])([CH3:25])[CH3:26])=[O:22])[CH2:16][CH2:15]1. The yield is 0.430. (4) The reactants are [NH2:1][C:2]1[NH:3][C:4](=O)[C:5]2[N:11]=[C:10]([Cl:12])[CH:9]=[CH:8][C:6]=2[N:7]=1.N12CCCN=C1CCCCC2.F[P-](F)(F)(F)(F)F.N1(O[P+](N(C)C)(N(C)C)N(C)C)C2C=CC=CC=2N=N1.[NH:52]1[CH2:57][CH2:56][NH:55][CH2:54][CH2:53]1. The catalyst is CN(C=O)C. The product is [NH2:1][C:2]1[N:3]=[C:4]([N:52]2[CH2:57][CH2:56][NH:55][CH2:54][CH2:53]2)[C:5]2[N:11]=[C:10]([Cl:12])[CH:9]=[CH:8][C:6]=2[N:7]=1. The yield is 0.540. (5) The reactants are [CH3:1][O:2][C:3]1[C:11]2[O:10][CH:9]([CH3:12])[CH2:8][C:7]=2[C:6]([CH3:13])=[C:5]([N:14]2[CH2:19][CH2:18][NH:17][CH2:16][CH2:15]2)[C:4]=1[CH3:20].Br[C:22]1[CH:27]=[CH:26][C:25]([C:28]([F:31])([F:30])[F:29])=[CH:24][CH:23]=1. No catalyst specified. The product is [CH3:1][O:2][C:3]1[C:11]2[O:10][CH:9]([CH3:12])[CH2:8][C:7]=2[C:6]([CH3:13])=[C:5]([N:14]2[CH2:19][CH2:18][N:17]([C:22]3[CH:27]=[CH:26][C:25]([C:28]([F:31])([F:30])[F:29])=[CH:24][CH:23]=3)[CH2:16][CH2:15]2)[C:4]=1[CH3:20]. The yield is 0.550. (6) The reactants are Cl[C:2]1[CH:3]=[C:4]([C@H:8]([O:22][CH2:23][CH2:24][NH:25][C:26]([O:28][CH3:29])=[O:27])[C@@H:9]2[CH2:14][CH2:13][CH2:12][N:11]([C:15]([O:17][C:18]([CH3:21])([CH3:20])[CH3:19])=[O:16])[CH2:10]2)[CH:5]=[CH:6][CH:7]=1.[H][H]. The catalyst is CO.[OH-].[OH-].[Pd+2]. The product is [C:4]1([C@H:8]([O:22][CH2:23][CH2:24][NH:25][C:26]([O:28][CH3:29])=[O:27])[C@@H:9]2[CH2:14][CH2:13][CH2:12][N:11]([C:15]([O:17][C:18]([CH3:20])([CH3:21])[CH3:19])=[O:16])[CH2:10]2)[CH:5]=[CH:6][CH:7]=[CH:2][CH:3]=1. The yield is 0.510. (7) The reactants are [C:1]([N:4]1[C:13]2[C:8](=[CH:9][C:10]([C:14]([OH:16])=O)=[CH:11][CH:12]=2)[C@H:7]([N:17]([C:24]2[CH:29]=[CH:28][C:27]([N:30]3[CH2:35][CH2:34][O:33][CH2:32][CH2:31]3)=[CH:26][CH:25]=2)[C:18](=[O:23])[C:19]([F:22])([F:21])[F:20])[CH2:6][C@@H:5]1[CH3:36])(=[O:3])[CH3:2].[NH3:37]. No catalyst specified. The product is [C:1]([N:4]1[C:13]2[C:8](=[CH:9][C:10]([C:14]([NH2:37])=[O:16])=[CH:11][CH:12]=2)[C@H:7]([N:17]([C:24]2[CH:25]=[CH:26][C:27]([N:30]3[CH2:35][CH2:34][O:33][CH2:32][CH2:31]3)=[CH:28][CH:29]=2)[C:18](=[O:23])[C:19]([F:20])([F:22])[F:21])[CH2:6][C@@H:5]1[CH3:36])(=[O:3])[CH3:2]. The yield is 1.00. (8) The reactants are Br[C:2]1[CH:3]=[C:4]([NH:10][C:11]2[CH:16]=[CH:15][C:14]([N:17]3[CH2:22][CH2:21][N:20]([CH3:23])[CH:19]([CH2:24][F:25])[CH2:18]3)=[CH:13][N:12]=2)[C:5](=[O:9])[N:6]([CH3:8])[CH:7]=1.[C:26]([O:29][CH2:30][C:31]1[C:36](B2OC(C)(C)C(C)(C)O2)=[CH:35][C:34]([F:46])=[CH:33][C:32]=1[N:47]1[CH2:59][CH2:58][N:50]2[C:51]3[CH2:52][CH2:53][CH2:54][CH2:55][C:56]=3[CH:57]=[C:49]2[C:48]1=[O:60])(=[O:28])[CH3:27].[O-]P([O-])([O-])=O.[K+].[K+].[K+].CC([O-])=O.[Na+]. The catalyst is CC#N.O.C1C=CC(P(C2C=CC=CC=2)[C-]2C=CC=C2)=CC=1.C1C=CC(P(C2C=CC=CC=2)[C-]2C=CC=C2)=CC=1.Cl[Pd]Cl.[Fe+2]. The product is [C:26]([O:29][CH2:30][C:31]1[C:32]([N:47]2[CH2:59][CH2:58][N:50]3[C:51]4[CH2:52][CH2:53][CH2:54][CH2:55][C:56]=4[CH:57]=[C:49]3[C:48]2=[O:60])=[CH:33][C:34]([F:46])=[CH:35][C:36]=1[C:2]1[CH:3]=[C:4]([NH:10][C:11]2[CH:16]=[CH:15][C:14]([N:17]3[CH2:22][CH2:21][N:20]([CH3:23])[CH:19]([CH2:24][F:25])[CH2:18]3)=[CH:13][N:12]=2)[C:5](=[O:9])[N:6]([CH3:8])[CH:7]=1)(=[O:28])[CH3:27]. The yield is 0.450. (9) The reactants are [CH:1]1([C:4]2[N:9]=[C:8]([NH:10]C(=O)C(C)(C)C)[CH:7]=[CH:6][CH:5]=2)[CH2:3][CH2:2]1.Cl. The catalyst is O1CCOCC1.C(OCC)(=O)C. The product is [CH:1]1([C:4]2[N:9]=[C:8]([NH2:10])[CH:7]=[CH:6][CH:5]=2)[CH2:3][CH2:2]1. The yield is 0.775. (10) The reactants are [NH2:1][CH:2]([CH:7]([C:12]([F:15])([F:14])[F:13])[C:8]([F:11])([F:10])[F:9])[C:3]([O:5][CH3:6])=[O:4].N1C=CC=CC=1.[Cl:22][C:23]1[CH:28]=[CH:27][C:26]([S:29](Cl)(=[O:31])=[O:30])=[CH:25][CH:24]=1.CCOC(C)=O. The catalyst is C(Cl)Cl. The product is [Cl:22][C:23]1[CH:28]=[CH:27][C:26]([S:29]([NH:1][CH:2]([CH:7]([C:8]([F:11])([F:10])[F:9])[C:12]([F:13])([F:14])[F:15])[C:3]([O:5][CH3:6])=[O:4])(=[O:31])=[O:30])=[CH:25][CH:24]=1. The yield is 0.420.